This data is from Forward reaction prediction with 1.9M reactions from USPTO patents (1976-2016). The task is: Predict the product of the given reaction. (1) Given the reactants [C:1]1([NH2:9])[CH:6]=[CH:5][CH:4]=[C:3]([NH2:7])[C:2]=1[NH2:8].[OH2:10].[C:11](#N)C, predict the reaction product. The product is: [NH2:7][C:3]1[C:2]2[NH:8][C:11](=[O:10])[NH:9][C:1]=2[CH:6]=[CH:5][CH:4]=1. (2) Given the reactants [CH2:1]([O:8][C:9]1[CH:33]=[CH:32][C:12]([C:13]([NH:15][C:16]2[CH:21]=[C:20](B3OC(C)(C)C(C)(C)O3)[CH:19]=[CH:18][C:17]=2[CH3:31])=[O:14])=[CH:11][CH:10]=1)[C:2]1[CH:7]=[CH:6][CH:5]=[CH:4][CH:3]=1.Br[C:35]1[N:36]([CH3:40])[CH:37]=[CH:38][N:39]=1.C([O-])([O-])=O.[Cs+].[Cs+], predict the reaction product. The product is: [CH2:1]([O:8][C:9]1[CH:33]=[CH:32][C:12]([C:13]([NH:15][C:16]2[CH:21]=[C:20]([C:35]3[N:36]([CH3:40])[CH:37]=[CH:38][N:39]=3)[CH:19]=[CH:18][C:17]=2[CH3:31])=[O:14])=[CH:11][CH:10]=1)[C:2]1[CH:3]=[CH:4][CH:5]=[CH:6][CH:7]=1. (3) Given the reactants [NH2:1][C:2]1[NH:6][N:5]=[C:4]([NH:7][C:8]2[CH:13]=[CH:12][CH:11]=[C:10]([Cl:14])[CH:9]=2)[C:3]=1[C:15]([NH2:17])=[O:16].[F:18][C:19]1[CH:20]=[C:21]([CH:24]=[C:25]([F:28])[C:26]=1[OH:27])[CH:22]=O, predict the reaction product. The product is: [Cl:14][C:10]1[CH:9]=[C:8]([NH:7][C:4]2[C:3]([C:15]([NH2:17])=[O:16])=[C:2]([N:1]=[CH:22][C:21]3[CH:20]=[C:19]([F:18])[C:26]([OH:27])=[C:25]([F:28])[CH:24]=3)[NH:6][N:5]=2)[CH:13]=[CH:12][CH:11]=1. (4) Given the reactants [Cl:1][C:2]1[CH:7]=[CH:6][CH:5]=[CH:4][C:3]=1[NH:8][C:9]1[O:10][C:11]2[C:17]([F:18])=[C:16]([CH2:19][C:20]([O:22]C)=[O:21])[CH:15]=[CH:14][C:12]=2[N:13]=1.[OH-].[Na+], predict the reaction product. The product is: [Cl:1][C:2]1[CH:7]=[CH:6][CH:5]=[CH:4][C:3]=1[NH:8][C:9]1[O:10][C:11]2[C:17]([F:18])=[C:16]([CH2:19][C:20]([OH:22])=[O:21])[CH:15]=[CH:14][C:12]=2[N:13]=1. (5) Given the reactants C[N:2]([CH:4]=[C:5]1[C:10](=O)[CH2:9][CH2:8][N:7](C(OC(C)(C)C)=O)[CH2:6]1)C.C(=O)([O-])[O-].[Na+].[Na+].Cl.[C:26]1([NH:32]N)[CH:31]=[CH:30][CH:29]=[CH:28][CH:27]=1.C(=O)(O)[O-].[Na+], predict the reaction product. The product is: [C:26]1([N:32]2[C:10]3[CH2:9][CH2:8][NH:7][CH2:6][C:5]=3[CH:4]=[N:2]2)[CH:31]=[CH:30][CH:29]=[CH:28][CH:27]=1. (6) Given the reactants C[O:2][C:3](=[O:12])[C:4]1[CH:9]=[CH:8][C:7]([CH2:10]Br)=[CH:6][CH:5]=1.[N:13]1[CH:18]=[CH:17][CH:16]=[C:15]([C@@H:19]2[C@:21]3([C:29]4[C:24](=[CH:25][CH:26]=[CH:27][CH:28]=4)[NH:23][C:22]3=[O:30])[CH2:20]2)[CH:14]=1, predict the reaction product. The product is: [O:30]=[C:22]1[C@:21]2([CH2:20][C@@H:19]2[C:15]2[CH:14]=[N:13][CH:18]=[CH:17][CH:16]=2)[C:29]2[C:24](=[CH:25][CH:26]=[CH:27][CH:28]=2)[N:23]1[CH2:10][C:7]1[CH:8]=[CH:9][C:4]([C:3]([OH:2])=[O:12])=[CH:5][CH:6]=1. (7) Given the reactants [NH2:1][C:2]1[CH:33]=[CH:32][C:5]2[S:6][C:7]([C:9]3[C:10]([NH2:31])=[N:11][CH:12]=[C:13]([C:15]4[N:19]([CH2:20][CH2:21][CH2:22][O:23][Si:24]([C:27]([CH3:30])([CH3:29])[CH3:28])([CH3:26])[CH3:25])[N:18]=[N:17][N:16]=4)[CH:14]=3)=[CH:8][C:4]=2[CH:3]=1.[Cl:34][C:35]1[CH:40]=[CH:39][C:38]([N:41]=[C:42]=[O:43])=[CH:37][C:36]=1[C:44]([F:47])([F:46])[F:45], predict the reaction product. The product is: [NH2:31][C:10]1[C:9]([C:7]2[S:6][C:5]3[CH:32]=[CH:33][C:2]([NH:1][C:42]([NH:41][C:38]4[CH:39]=[CH:40][C:35]([Cl:34])=[C:36]([C:44]([F:46])([F:45])[F:47])[CH:37]=4)=[O:43])=[CH:3][C:4]=3[CH:8]=2)=[CH:14][C:13]([C:15]2[N:19]([CH2:20][CH2:21][CH2:22][O:23][Si:24]([C:27]([CH3:28])([CH3:29])[CH3:30])([CH3:25])[CH3:26])[N:18]=[N:17][N:16]=2)=[CH:12][N:11]=1. (8) Given the reactants [CH3:1][C:2]1[CH:7]=[C:6]([CH3:8])[CH:5]=[CH:4][C:3]=1[C:9]1[C:14]([CH:15]([CH2:20][CH2:21][CH3:22])[C:16]([O:18]C)=[O:17])=[C:13]([CH3:23])[N:12]=[C:11]([N:24]2[CH2:29][CH2:28][CH2:27][CH2:26][CH2:25]2)[N:10]=1.[OH-].[Na+], predict the reaction product. The product is: [CH3:1][C:2]1[CH:7]=[C:6]([CH3:8])[CH:5]=[CH:4][C:3]=1[C:9]1[C:14]([CH:15]([CH2:20][CH2:21][CH3:22])[C:16]([OH:18])=[O:17])=[C:13]([CH3:23])[N:12]=[C:11]([N:24]2[CH2:25][CH2:26][CH2:27][CH2:28][CH2:29]2)[N:10]=1.